From a dataset of Retrosynthesis with 50K atom-mapped reactions and 10 reaction types from USPTO. Predict the reactants needed to synthesize the given product. The reactants are: COCCn1nc2c(N)nc3ccccc3c2c1CC(C)(C)N.O=C(Cl)c1cccnc1. Given the product COCCn1nc2c(N)nc3ccccc3c2c1CC(C)(C)NC(=O)c1cccnc1, predict the reactants needed to synthesize it.